From a dataset of Full USPTO retrosynthesis dataset with 1.9M reactions from patents (1976-2016). Predict the reactants needed to synthesize the given product. (1) Given the product [C:21]([C:4]1[C:5]2[O:9][C:8]([C:10]3[CH:15]=[CH:14][C:13]([CH2:16][NH:17][CH:18]4[CH2:48][CH2:47][N:46]([C:49]([O:51][C:52]([CH3:54])([CH3:53])[CH3:55])=[O:50])[CH2:45][CH2:44]4)=[CH:12][CH:11]=3)=[CH:7][C:6]=2[CH:20]=[C:2]([F:1])[CH:3]=1)(=[O:22])[NH2:23], predict the reactants needed to synthesize it. The reactants are: [F:1][C:2]1[CH:3]=[C:4]([C:21]([NH2:23])=[O:22])[C:5]2[O:9][C:8]([C:10]3[CH:15]=[CH:14][C:13]([CH2:16][N:17](C)[CH3:18])=[CH:12][CH:11]=3)=[CH:7][C:6]=2[CH:20]=1.COC(C1C2OC(C3C=CC(CNC4[CH2:48][CH2:47][N:46]([C:49]([O:51][C:52]([CH3:55])([CH3:54])[CH3:53])=[O:50])[CH2:45][CH2:44]4)=CC=3)=CC=2C=C(F)C=1)=O. (2) Given the product [C:37]([OH:44])(=[O:43])/[CH:38]=[CH:39]/[C:40]([OH:42])=[O:41].[C:37]([OH:44])(=[O:43])/[CH:38]=[CH:39]/[C:40]([OH:42])=[O:41].[CH3:27][C@H:28]1[CH2:33][CH2:32][CH2:31][C@@H:30]([CH3:34])[N:29]1[CH2:6][CH2:7][CH2:8][N:9]1[CH2:13][CH2:12][N:11]([CH2:14][CH2:15][N:16]2[CH2:21][CH2:20][CH2:19][CH2:18][CH2:17]2)[C:10]1=[C:22]([C:25]#[N:26])[C:23]#[N:24], predict the reactants needed to synthesize it. The reactants are: CS(O[CH2:6][CH2:7][CH2:8][N:9]1[CH2:13][CH2:12][N:11]([CH2:14][CH2:15][N:16]2[CH2:21][CH2:20][CH2:19][CH2:18][CH2:17]2)[C:10]1=[C:22]([C:25]#[N:26])[C:23]#[N:24])(=O)=O.[CH3:27][C@H:28]1[CH2:33][CH2:32][CH2:31][C@@H:30]([CH3:34])[NH:29]1.[I-].[K+].[C:37]([OH:44])(=[O:43])/[CH:38]=[CH:39]/[C:40]([OH:42])=[O:41].CO. (3) The reactants are: [Br:1][C:2]1[CH:7]=[CH:6][C:5]([C:8]2[N:13]=[C:12]([O:14][CH2:15][S:16]([C:19]([CH3:22])([CH3:21])[CH3:20])(=[O:18])=[O:17])[C:11]([C:23](=O)[CH3:24])=[CH:10][C:9]=2[C:26]2[CH:31]=[CH:30][C:29]([Cl:32])=[CH:28][CH:27]=2)=[C:4]([Cl:33])[CH:3]=1.C(=O)([O-])[O-].[Cs+].[Cs+]. Given the product [Br:1][C:2]1[CH:7]=[CH:6][C:5]([C:8]2[N:13]=[C:12]3[O:14][C:15]([S:16]([C:19]([CH3:21])([CH3:22])[CH3:20])(=[O:18])=[O:17])=[C:23]([CH3:24])[C:11]3=[CH:10][C:9]=2[C:26]2[CH:27]=[CH:28][C:29]([Cl:32])=[CH:30][CH:31]=2)=[C:4]([Cl:33])[CH:3]=1, predict the reactants needed to synthesize it. (4) Given the product [ClH:37].[CH3:13][C:10]1[N:9]=[C:8]([CH2:14][C:22]([C:21]2[CH:24]=[CH:26][CH:27]=[C:28]([F:32])[CH:29]=2)=[O:36])[NH:7][C:11]=1[CH3:12], predict the reactants needed to synthesize it. The reactants are: FC1C=C(C=CC=1)C([N:7]1[C:11]([CH3:12])=[C:10]([CH3:13])[N:9]=[C:8]1[C:14]1[C:22](F)=[C:21]([C:24]([C:26]2C=C[CH:29]=[C:28]([F:32])[CH:27]=2)=C)C=CC=1C([O-])=O)=O.[OH2:36].[ClH:37]. (5) Given the product [CH3:1][N:2]1[CH:6]=[C:5]([NH:7][C:16](=[O:17])[O:15][C:12]([CH3:14])([CH3:13])[CH3:11])[N:4]=[C:3]1[CH3:10], predict the reactants needed to synthesize it. The reactants are: [CH3:1][N:2]1[CH:6]=[C:5]([N+:7]([O-])=O)[N:4]=[C:3]1[CH3:10].[CH3:11][C:12]([O:15][C:16](O[C:16]([O:15][C:12]([CH3:14])([CH3:13])[CH3:11])=[O:17])=[O:17])([CH3:14])[CH3:13].C(N(CC)CC)C.